This data is from Forward reaction prediction with 1.9M reactions from USPTO patents (1976-2016). The task is: Predict the product of the given reaction. (1) Given the reactants [C:1]([C:3]1[CH2:4][CH2:5][N:6]([C:9]2[CH:14]=[C:13]([CH3:15])[N:12]=[C:11]3[N:16]([C:21]4[CH:26]=[CH:25][C:24]([Cl:27])=[CH:23][C:22]=4[Cl:28])[C:17]([CH3:20])=[C:18]([CH3:19])[C:10]=23)[CH2:7][CH:8]=1)#[N:2].S(=O)(=O)(O)[OH:30], predict the reaction product. The product is: [C:1]([C:3]1[CH2:8][CH2:7][N:6]([C:9]2[CH:14]=[C:13]([CH3:15])[N:12]=[C:11]3[N:16]([C:21]4[CH:26]=[CH:25][C:24]([Cl:27])=[CH:23][C:22]=4[Cl:28])[C:17]([CH3:20])=[C:18]([CH3:19])[C:10]=23)[CH2:5][CH:4]=1)(=[O:30])[NH2:2]. (2) The product is: [F:1][C:2]([F:13])([F:12])[C:3]([CH2:10][CH3:11])=[CH:4][CH2:5][OH:6]. Given the reactants [F:1][C:2]([F:13])([F:12])[C:3]([CH2:10][CH3:11])=[CH:4][C:5](OCC)=[O:6].[H-].C([Al+]CC(C)C)C(C)C.S(=O)(=O)(O)O, predict the reaction product. (3) Given the reactants Cl[C:2]1[CH:7]=[C:6]([O:8][C:9]2[CH:14]=[CH:13][C:12]([N+:15]([O-:17])=[O:16])=[CH:11][CH:10]=2)[N:5]=[CH:4][N:3]=1.[CH3:18][S:19][C:20]1[CH:26]=[CH:25][C:23]([NH2:24])=[CH:22][CH:21]=1.C(N(C(C)C)CC)(C)C, predict the reaction product. The product is: [N+:15]([C:12]1[CH:13]=[CH:14][C:9]([O:8][C:6]2[N:5]=[CH:4][N:3]=[C:2]([NH:24][C:23]3[CH:25]=[CH:26][C:20]([S:19][CH3:18])=[CH:21][CH:22]=3)[CH:7]=2)=[CH:10][CH:11]=1)([O-:17])=[O:16].